Task: Regression. Given a peptide amino acid sequence and an MHC pseudo amino acid sequence, predict their binding affinity value. This is MHC class I binding data.. Dataset: Peptide-MHC class I binding affinity with 185,985 pairs from IEDB/IMGT (1) The peptide sequence is SRDKTIIMW. The MHC is HLA-A31:01 with pseudo-sequence HLA-A31:01. The binding affinity (normalized) is 0.0847. (2) The peptide sequence is IYTTNDNNY. The MHC is HLA-A31:01 with pseudo-sequence HLA-A31:01. The binding affinity (normalized) is 0.0847. (3) The peptide sequence is AQNAISTTF. The MHC is HLA-A11:01 with pseudo-sequence HLA-A11:01. The binding affinity (normalized) is 0.0847. (4) The peptide sequence is EFFDTEPQL. The MHC is HLA-A11:01 with pseudo-sequence HLA-A11:01. The binding affinity (normalized) is 0.0847. (5) The peptide sequence is AFEFINSLLK. The MHC is HLA-A31:01 with pseudo-sequence HLA-A31:01. The binding affinity (normalized) is 0.293. (6) The peptide sequence is IVSDSKKIM. The MHC is HLA-A02:01 with pseudo-sequence HLA-A02:01. The binding affinity (normalized) is 0.0248. (7) The peptide sequence is ELPQWLSANR. The MHC is HLA-B35:01 with pseudo-sequence HLA-B35:01. The binding affinity (normalized) is 0.114. (8) The peptide sequence is WTDVTPDY. The MHC is Mamu-B17 with pseudo-sequence Mamu-B17. The binding affinity (normalized) is 0. (9) The peptide sequence is PIPSSWAFGK. The MHC is HLA-A11:01 with pseudo-sequence HLA-A11:01. The binding affinity (normalized) is 0.180. (10) The binding affinity (normalized) is 0. The MHC is H-2-Db with pseudo-sequence H-2-Db. The peptide sequence is VTNLISETLK.